Dataset: Full USPTO retrosynthesis dataset with 1.9M reactions from patents (1976-2016). Task: Predict the reactants needed to synthesize the given product. (1) The reactants are: [NH2:1][C@@H:2]1[CH2:7][CH2:6][C@H:5]([N:8]2[C:13](=[O:14])[C:12]3[CH:15]=[C:16]([F:19])[CH:17]=[N:18][C:11]=3[N:10]([C:20]3[CH:21]=[C:22]([C:26]4[CH:31]=[CH:30][C:29]([O:32][CH2:33][CH2:34][OH:35])=[CH:28][CH:27]=4)[CH:23]=[CH:24][CH:25]=3)[C:9]2=[O:36])[CH2:4][CH2:3]1.F[P-](F)(F)(F)(F)F.N1(OC(N(C)C)=[N+](C)C)C2N=CC=CC=2N=N1.[F:61][C:62]1[CH:63]=[CH:64][C:65]2[N:66]([CH:68]=[C:69]([C:71](O)=[O:72])[N:70]=2)[CH:67]=1.C(N(C(C)C)C(C)C)C. Given the product [F:61][C:62]1[CH:63]=[CH:64][C:65]2[N:66]([CH:68]=[C:69]([C:71]([NH:1][C@H:2]3[CH2:7][CH2:6][C@@H:5]([N:8]4[C:13](=[O:14])[C:12]5[CH:15]=[C:16]([F:19])[CH:17]=[N:18][C:11]=5[N:10]([C:20]5[CH:21]=[C:22]([C:26]6[CH:31]=[CH:30][C:29]([O:32][CH2:33][CH2:34][OH:35])=[CH:28][CH:27]=6)[CH:23]=[CH:24][CH:25]=5)[C:9]4=[O:36])[CH2:4][CH2:3]3)=[O:72])[N:70]=2)[CH:67]=1, predict the reactants needed to synthesize it. (2) Given the product [CH3:10][N:9]([CH3:11])[CH2:8][CH2:7][O:6][C:5]1[CH:12]=[CH:13][C:14]([NH2:15])=[C:3]([O:2][CH3:1])[CH:4]=1, predict the reactants needed to synthesize it. The reactants are: [CH3:1][O:2][C:3]1[CH:4]=[C:5]([CH:12]=[CH:13][C:14]=1[N+:15]([O-])=O)[O:6][CH2:7][CH2:8][N:9]([CH3:11])[CH3:10].[H][H]. (3) Given the product [Br:1][C:2]1[CH:3]=[CH:4][C:5]([CH2:8][OH:9])=[CH:6][N:7]=1, predict the reactants needed to synthesize it. The reactants are: [Br:1][C:2]1[N:7]=[CH:6][C:5]([CH:8]=[O:9])=[CH:4][CH:3]=1.[BH4-].[Na+].[Cl-].[NH4+]. (4) Given the product [O:8]1[CH2:9][CH2:10][CH2:11][CH2:12][CH:7]1[N:5]1[CH:6]=[C:2]([CH:21]=[O:22])[CH:3]=[N:4]1, predict the reactants needed to synthesize it. The reactants are: Br[C:2]1[CH:3]=[N:4][N:5]([CH:7]2[CH2:12][CH2:11][CH2:10][CH2:9][O:8]2)[CH:6]=1.[Li]CCCC.CN([CH:21]=[O:22])C.O. (5) Given the product [CH:13]1([CH2:16][CH2:17][NH:18][C:19]([C:21]2[N:22]=[N:23][C:24]([N:27]3[CH2:32][CH2:31][N:30]([C:5](=[O:7])[C:4]4[CH:8]=[CH:9][CH:10]=[CH:11][C:3]=4[N:2]([CH3:1])[CH3:12])[CH2:29][CH2:28]3)=[CH:25][CH:26]=2)=[O:20])[CH2:15][CH2:14]1, predict the reactants needed to synthesize it. The reactants are: [CH3:1][N:2]([CH3:12])[C:3]1[CH:11]=[CH:10][CH:9]=[CH:8][C:4]=1[C:5]([OH:7])=O.[CH:13]1([CH2:16][CH2:17][NH:18][C:19]([C:21]2[N:22]=[N:23][C:24]([N:27]3[CH2:32][CH2:31][NH:30][CH2:29][CH2:28]3)=[CH:25][CH:26]=2)=[O:20])[CH2:15][CH2:14]1. (6) Given the product [CH3:11][O:7][C:6](=[O:8])[C:5]1[CH:9]=[CH:10][C:2]([I:1])=[N:3][CH:4]=1, predict the reactants needed to synthesize it. The reactants are: [I:1][C:2]1[CH:10]=[CH:9][C:5]([C:6]([OH:8])=[O:7])=[CH:4][N:3]=1.[C:11]1(C)C=CC=CC=1.[Si](C=[N+]=[N-])(C)(C)C. (7) Given the product [ClH:24].[F:1][C:2]1[C:7]([N:8]2[C:12]([S:13]([C:16]3[CH:21]=[CH:20][CH:19]=[CH:18][CH:17]=3)(=[O:15])=[O:14])=[CH:11][C:10]([CH2:22][NH:26][CH3:25])=[N:9]2)=[CH:6][CH:5]=[CH:4][N:3]=1, predict the reactants needed to synthesize it. The reactants are: [F:1][C:2]1[C:7]([N:8]2[C:12]([S:13]([C:16]3[CH:21]=[CH:20][CH:19]=[CH:18][CH:17]=3)(=[O:15])=[O:14])=[CH:11][C:10]([CH:22]=O)=[N:9]2)=[CH:6][CH:5]=[CH:4][N:3]=1.[Cl-:24].[CH3:25][NH3+:26].S([O-])([O-])(=O)=O.[Mg+2].[BH4-].[Na+].